From a dataset of Full USPTO retrosynthesis dataset with 1.9M reactions from patents (1976-2016). Predict the reactants needed to synthesize the given product. (1) Given the product [C:1]([O:4][CH:5]([C@@H:8]1[CH2:9][C@@H:10]([OH:30])[C@H:11]([N:13]2[C:17]3[N:18]=[C:19]([NH2:23])[NH:20][C:21](=[O:22])[C:16]=3[S:15][C:14]2=[O:24])[O:12]1)[CH2:6][CH3:7])(=[O:3])[CH3:2], predict the reactants needed to synthesize it. The reactants are: [C:1]([O:4][CH:5]([C@H:8]1[O:12][C@@H:11]([N:13]2[C:17]3[N:18]=[C:19]([NH2:23])[NH:20][C:21](=[O:22])[C:16]=3[S:15][C:14]2=[O:24])[C@@H:10](CC([O-])=O)[CH2:9]1)[CH2:6][CH3:7])(=[O:3])[CH3:2].C([O-])([O-])=[O:30].[K+].[K+].CC(O)=O. (2) Given the product [N:25]1([CH2:2][CH2:3][CH2:4][CH2:5][O:6][C:7]2[CH:12]=[CH:11][C:10]([NH:13][CH:14]=[C:15]3[C:23]4[C:18](=[CH:19][CH:20]=[CH:21][CH:22]=4)[NH:17][C:16]3=[O:24])=[CH:9][CH:8]=2)[CH2:29][CH2:28][CH2:27][CH2:26]1, predict the reactants needed to synthesize it. The reactants are: I[CH2:2][CH2:3][CH2:4][CH2:5][O:6][C:7]1[CH:12]=[CH:11][C:10]([NH:13][CH:14]=[C:15]2[C:23]3[C:18](=[CH:19][CH:20]=[CH:21][CH:22]=3)[NH:17][C:16]2=[O:24])=[CH:9][CH:8]=1.[NH:25]1[CH2:29][CH2:28][CH2:27][CH2:26]1. (3) Given the product [Br:15][CH:16]([CH3:21])[C:17]([OH:18])=[O:6].[Br:15][CH:16]([CH3:21])[C:17]([OH:18])=[O:6].[Br:15][CH:16]([CH3:21])[C:17]([OH:18])=[O:6].[Br:15][CH:16]([CH3:21])[C:17]([OH:18])=[O:6].[C:4]1(=[O:6])[NH:5][C:1](=[O:7])[CH:2]=[CH:3]1, predict the reactants needed to synthesize it. The reactants are: [C:1]1(=[O:7])[NH:5][C:4](=[O:6])[CH:3]=[CH:2]1.C(N(CC)CC)C.[Br:15][C:16]([CH3:21])(C)[C:17](Br)=[O:18]. (4) Given the product [F:1][C:2]([C:3]1[CH:19]=[CH:18][CH:17]=[C:5]([O:6][C:7]2[CH:12]=[CH:11][C:10]([C:13]([F:15])([F:16])[F:14])=[CH:9][N:8]=2)[CH:4]=1)=[C:20]1[CH2:25][CH2:24][N:23]([C:35]([NH:34][C:31]2[CH:32]=[N:33][C:28]([O:27][CH3:26])=[CH:29][CH:30]=2)=[O:36])[CH2:22][CH2:21]1, predict the reactants needed to synthesize it. The reactants are: [F:1][C:2](=[C:20]1[CH2:25][CH2:24][NH:23][CH2:22][CH2:21]1)[C:3]1[CH:4]=[C:5]([CH:17]=[CH:18][CH:19]=1)[O:6][C:7]1[CH:12]=[CH:11][C:10]([C:13]([F:16])([F:15])[F:14])=[CH:9][N:8]=1.[CH3:26][O:27][C:28]1[N:33]=[CH:32][C:31]([NH:34][C:35](=O)[O:36]C2C=CC=CC=2)=[CH:30][CH:29]=1. (5) Given the product [Cl:1][C:2]1[CH:3]=[N:4][CH:5]=[C:6]([Cl:20])[C:7]=1[S:8][C:9]1[S:13][C:12]([C:14]([NH:21][CH2:22][CH2:23][N:24]2[CH2:29][CH2:28][CH2:27][CH2:26][CH2:25]2)=[O:15])=[CH:11][C:10]=1[N+:17]([O-:19])=[O:18], predict the reactants needed to synthesize it. The reactants are: [Cl:1][C:2]1[CH:3]=[N:4][CH:5]=[C:6]([Cl:20])[C:7]=1[S:8][C:9]1[S:13][C:12]([C:14](Cl)=[O:15])=[CH:11][C:10]=1[N+:17]([O-:19])=[O:18].[NH2:21][CH2:22][CH2:23][N:24]1[CH2:29][CH2:28][CH2:27][CH2:26][CH2:25]1. (6) Given the product [O:15]1[C:16]2[CH:19]=[CH:18][NH:10][C:8](=[O:9])[C:17]=2[CH:13]=[CH:14]1, predict the reactants needed to synthesize it. The reactants are: O1C=CC=C1C=C[C:8]([N:10]=[N+]=[N-])=[O:9].[CH3:13][CH2:14][O:15][CH2:16][CH3:17].[C:18]1(C)C=CC=C[CH:19]=1. (7) Given the product [NH2:1][C:2]1[C:3]2[C:10]([C:11]3[CH:16]=[CH:15][CH:14]=[C:13]([O:17][CH2:18][CH:19]4[CH2:23][CH2:22][CH2:21][O:20]4)[CH:12]=3)=[CH:9][N:8]([C@@H:24]3[CH2:27][C@H:26]([CH2:28][N:30]4[CH2:37][CH2:36][CH2:35][C@H:31]4[C:32]([NH2:34])=[O:33])[CH2:25]3)[C:4]=2[N:5]=[CH:6][N:7]=1, predict the reactants needed to synthesize it. The reactants are: [NH2:1][C:2]1[C:3]2[C:10]([C:11]3[CH:16]=[CH:15][CH:14]=[C:13]([O:17][CH2:18][CH:19]4[CH2:23][CH2:22][CH2:21][O:20]4)[CH:12]=3)=[CH:9][N:8]([C@@H:24]3[CH2:27][C@H:26]([CH2:28]O)[CH2:25]3)[C:4]=2[N:5]=[CH:6][N:7]=1.[NH:30]1[CH2:37][CH2:36][CH2:35][C@H:31]1[C:32]([NH2:34])=[O:33]. (8) Given the product [C:32]([C@H:30]1[CH2:29][C@H:28]([N:18]2[C:17](=[O:37])[C:16]([CH2:15][C:12]3[CH:13]=[CH:14][C:9]([C:4]4[C:3]([C:1]#[N:2])=[CH:8][CH:7]=[CH:6][CH:5]=4)=[CH:10][C:11]=3[F:38])=[C:21]([CH2:22][CH2:23][CH3:24])[N:20]3[N:25]=[CH:26][N:27]=[C:19]23)[CH2:31]1)(=[O:34])[CH3:42], predict the reactants needed to synthesize it. The reactants are: [C:1]([C:3]1[CH:8]=[CH:7][CH:6]=[CH:5][C:4]=1[C:9]1[CH:14]=[CH:13][C:12]([CH2:15][C:16]2[C:17](=[O:37])[N:18]([C@H:28]3[CH2:31][C@H:30]([C:32]([O:34]CC)=O)[CH2:29]3)[C:19]3[N:20]([N:25]=[CH:26][N:27]=3)[C:21]=2[CH2:22][CH2:23][CH3:24])=[C:11]([F:38])[CH:10]=1)#[N:2].[OH-].[Na+].Cl.[CH3:42][Mg]Br.